Dataset: Full USPTO retrosynthesis dataset with 1.9M reactions from patents (1976-2016). Task: Predict the reactants needed to synthesize the given product. (1) Given the product [CH3:6][O:5][C:3]([C:2]([NH:8][C:9]1[CH:10]=[CH:11][C:12]([C@H:15]2[CH2:16][CH2:17][C@H:18]([O:21][CH2:22][CH2:23][C:24]([O:26][CH3:27])=[O:25])[CH2:19][CH2:20]2)=[CH:13][CH:14]=1)=[O:7])=[O:4], predict the reactants needed to synthesize it. The reactants are: Cl[C:2](=[O:7])[C:3]([O:5][CH3:6])=[O:4].[NH2:8][C:9]1[CH:14]=[CH:13][C:12]([C@H:15]2[CH2:20][CH2:19][C@H:18]([O:21][CH2:22][CH2:23][C:24]([O:26][CH3:27])=[O:25])[CH2:17][CH2:16]2)=[CH:11][CH:10]=1.C(N(C(C)C)CC)(C)C.O. (2) Given the product [CH2:8]([N:1]1[CH2:7][CH2:6][CH2:5][NH:4][CH2:3][CH2:2]1)[CH:16]=[CH2:17], predict the reactants needed to synthesize it. The reactants are: [N:1]1([C:8](OC(C)(C)C)=O)[CH2:7][CH2:6][CH2:5][NH:4][CH2:3][CH2:2]1.Br[CH2:16][CH:17]=C. (3) Given the product [CH:1]1([CH2:4][N:5]([CH2:6][CH2:7][C:8]2[CH:9]=[CH:10][C:11]([CH2:14][N:15]3[CH2:19][CH2:18][CH2:17][CH2:16]3)=[CH:12][CH:13]=2)[C:33]([C:30]2[CH:29]=[CH:28][C:27]([C:24]3[CH:25]=[CH:26][C:21]([Cl:20])=[CH:22][CH:23]=3)=[CH:32][CH:31]=2)=[O:34])[CH2:3][CH2:2]1, predict the reactants needed to synthesize it. The reactants are: [CH:1]1([CH2:4][NH:5][CH2:6][CH2:7][C:8]2[CH:13]=[CH:12][C:11]([CH2:14][N:15]3[CH2:19][CH2:18][CH2:17][CH2:16]3)=[CH:10][CH:9]=2)[CH2:3][CH2:2]1.[Cl:20][C:21]1[CH:26]=[CH:25][C:24]([C:27]2[CH:32]=[CH:31][C:30]([C:33](O)=[O:34])=[CH:29][CH:28]=2)=[CH:23][CH:22]=1. (4) The reactants are: [F:1][C:2]([F:11])([F:10])[C:3]1[CH:9]=[CH:8][C:6]([NH2:7])=[CH:5][CH:4]=1.[C:12](O[C:12]([O:14][C:15]([CH3:18])([CH3:17])[CH3:16])=[O:13])([O:14][C:15]([CH3:18])([CH3:17])[CH3:16])=[O:13]. Given the product [F:1][C:2]([F:10])([F:11])[C:3]1[CH:9]=[CH:8][C:6]([NH:7][C:12](=[O:13])[O:14][C:15]([CH3:18])([CH3:17])[CH3:16])=[CH:5][CH:4]=1, predict the reactants needed to synthesize it. (5) Given the product [CH2:27]([O:29][C:2]1[CH:3]=[N:4][CH:5]=[CH:6][C:7]=1[C:8]1[O:9][C:10]2[CH:16]=[CH:15][C:14]([C:17]([F:20])([F:19])[F:18])=[CH:13][C:11]=2[N:12]=1)[CH3:28], predict the reactants needed to synthesize it. The reactants are: F[C:2]1[CH:3]=[N:4][CH:5]=[CH:6][C:7]=1[C:8]1[O:9][C:10]2[CH:16]=[CH:15][C:14]([C:17]([F:20])([F:19])[F:18])=[CH:13][C:11]=2[N:12]=1.C(=O)([O-])[O-].[K+].[K+].[CH2:27]([OH:29])[CH3:28]. (6) The reactants are: [C:1]([O:5][C:6]([N:8]1[CH2:13][CH2:12][CH2:11][C@@H:10]([C:14]([OH:16])=O)[CH2:9]1)=[O:7])([CH3:4])([CH3:3])[CH3:2].ClC(N(C)C)=C(C)C.[C:25]([O:29][C:30](=[O:53])[N:31]([C:39]1[CH:44]=[CH:43][CH:42]=[C:41]([C:45]2[C:50]([Cl:51])=[CH:49][N:48]=[C:47]([NH2:52])[CH:46]=2)[CH:40]=1)[CH2:32][CH:33]1[CH2:38][CH2:37][O:36][CH2:35][CH2:34]1)([CH3:28])([CH3:27])[CH3:26].N1C=CC=CC=1. Given the product [C:25]([O:29][C:30]([N:31]([CH2:32][CH:33]1[CH2:34][CH2:35][O:36][CH2:37][CH2:38]1)[C:39]1[CH:40]=[C:41]([C:45]2[C:50]([Cl:51])=[CH:49][N:48]=[C:47]([NH:52][C:14]([C@@H:10]3[CH2:11][CH2:12][CH2:13][N:8]([C:6]([O:5][C:1]([CH3:2])([CH3:3])[CH3:4])=[O:7])[CH2:9]3)=[O:16])[CH:46]=2)[CH:42]=[CH:43][CH:44]=1)=[O:53])([CH3:28])([CH3:26])[CH3:27], predict the reactants needed to synthesize it. (7) Given the product [OH:34][C:19]1[CH:18]=[CH:17][CH:16]=[C:15]2[C:20]=1[CH2:21][CH2:22][N:13]1[C:12](=[O:33])[CH2:11][N:10]=[C:9]([N:7]3[CH:8]=[C:4]([CH2:3][O:2][CH3:1])[N:5]=[CH:6]3)[CH:32]=[C:14]12, predict the reactants needed to synthesize it. The reactants are: [CH3:1][O:2][CH2:3][C:4]1[N:5]=[CH:6][N:7]([C:9]2[CH:32]=[C:14]3[C:15]4[C:20]([CH2:21][CH2:22][N:13]3[C:12](=[O:33])[CH2:11][N:10]=2)=[C:19](B2OC(C)(C)C(C)(C)O2)[CH:18]=[CH:17][CH:16]=4)[CH:8]=1.[OH:34]O.